Dataset: Catalyst prediction with 721,799 reactions and 888 catalyst types from USPTO. Task: Predict which catalyst facilitates the given reaction. (1) Reactant: C[O:2][C:3](=[O:41])[CH:4]([F:40])[CH2:5][NH:6][C:7](=[O:39])[C:8]1[CH:13]=[CH:12][C:11]([CH:14]([NH:27][C:28]([NH:30][C:31]2[CH:36]=[C:35]([Cl:37])[CH:34]=[C:33]([Cl:38])[CH:32]=2)=[O:29])[C:15]2[CH:20]=[CH:19][C:18]([C:21]3[CH2:26][CH2:25][CH2:24][CH2:23][CH:22]=3)=[CH:17][CH:16]=2)=[CH:10][CH:9]=1. Product: [C:21]1([C:18]2[CH:17]=[CH:16][C:15]([CH:14]([NH:27][C:28]([NH:30][C:31]3[CH:32]=[C:33]([Cl:38])[CH:34]=[C:35]([Cl:37])[CH:36]=3)=[O:29])[C:11]3[CH:12]=[CH:13][C:8]([C:7]([NH:6][CH2:5][CH:4]([F:40])[C:3]([OH:41])=[O:2])=[O:39])=[CH:9][CH:10]=3)=[CH:20][CH:19]=2)[CH2:26][CH2:25][CH2:24][CH2:23][CH:22]=1. The catalyst class is: 36. (2) Reactant: [CH2:1]([C:3]([C:22]1[CH:35]=[CH:34][C:25]([O:26][CH2:27][CH:28]([OH:33])[C:29]([CH3:32])([CH3:31])[CH3:30])=[C:24]([CH3:36])[CH:23]=1)([C:6]1[CH:11]=[CH:10][C:9](B2OC(C)(C)C(C)(C)O2)=[C:8]([CH3:21])[CH:7]=1)[CH2:4][CH3:5])[CH3:2].[CH3:37][O:38][C:39](=[O:48])[CH2:40][C:41]1[CH:42]=[N:43][CH:44]=[C:45](Br)[CH:46]=1.P([O-])([O-])([O-])=O.[K+].[K+].[K+]. Product: [CH3:37][O:38][C:39](=[O:48])[CH2:40][C:41]1[CH:42]=[N:43][CH:44]=[C:45]([C:9]2[CH:10]=[CH:11][C:6]([C:3]([CH2:1][CH3:2])([C:22]3[CH:35]=[CH:34][C:25]([O:26][CH2:27][CH:28]([OH:33])[C:29]([CH3:31])([CH3:32])[CH3:30])=[C:24]([CH3:36])[CH:23]=3)[CH2:4][CH3:5])=[CH:7][C:8]=2[CH3:21])[CH:46]=1. The catalyst class is: 9.